From a dataset of Catalyst prediction with 721,799 reactions and 888 catalyst types from USPTO. Predict which catalyst facilitates the given reaction. (1) Reactant: CN(C(ON1N=NC2C=CC=NC1=2)=[N+](C)C)C.F[P-](F)(F)(F)(F)F.[C:25]([O:29][C:30]([NH:32][C:33]1[C:42]2[C:37](=[CH:38][CH:39]=[CH:40][CH:41]=2)[C:36]([O:43][C:44]2[CH:49]=[CH:48][N:47]=[C:46]([NH:50][C:51]3[CH:52]=[C:53]([CH:57]=[C:58]([C:60]#[CH:61])[CH:59]=3)[C:54](O)=[O:55])[CH:45]=2)=[CH:35][CH:34]=1)=[O:31])([CH3:28])([CH3:27])[CH3:26].[CH3:62][O:63][CH2:64][CH2:65][O:66][CH2:67][CH2:68][O:69][CH2:70][C@@H:71]([NH2:73])[CH3:72].CCN(C(C)C)C(C)C. Product: [C:25]([O:29][C:30](=[O:31])[NH:32][C:33]1[C:42]2[C:37](=[CH:38][CH:39]=[CH:40][CH:41]=2)[C:36]([O:43][C:44]2[CH:49]=[CH:48][N:47]=[C:46]([NH:50][C:51]3[CH:52]=[C:53]([C:54](=[O:55])[NH:73][C@@H:71]([CH3:72])[CH2:70][O:69][CH2:68][CH2:67][O:66][CH2:65][CH2:64][O:63][CH3:62])[CH:57]=[C:58]([C:60]#[CH:61])[CH:59]=3)[CH:45]=2)=[CH:35][CH:34]=1)([CH3:27])([CH3:26])[CH3:28]. The catalyst class is: 3. (2) Reactant: CC1C=CC(S(O[CH2:12][CH:13]2[O:18][C:17]3[CH:19]=[C:20]([O:23][S:24]([CH3:27])(=[O:26])=[O:25])[CH:21]=[CH:22][C:16]=3[O:15][CH2:14]2)(=O)=O)=CC=1.[NH:28]1[CH2:31][CH2:30][CH2:29]1. Product: [CH3:27][S:24]([O:23][C:20]1[CH:21]=[CH:22][C:16]2[O:15][CH2:14][CH:13]([CH2:12][N:28]3[CH2:31][CH2:30][CH2:29]3)[O:18][C:17]=2[CH:19]=1)(=[O:25])=[O:26]. The catalyst class is: 10. (3) Reactant: CO.[CH2:3]([O:10][C:11]1[CH:28]=[CH:27][C:14]([CH:15]=[C:16]([C:22]([O:24]CC)=[O:23])C(OCC)=O)=[C:13]([O:29][CH3:30])[CH:12]=1)[C:4]1[CH:9]=[CH:8][CH:7]=[CH:6][CH:5]=1.[C-:31]#[N:32].[K+]. Product: [CH2:3]([O:10][C:11]1[CH:28]=[CH:27][C:14]([CH:15]([C:31]#[N:32])[CH2:16][C:22]([OH:24])=[O:23])=[C:13]([O:29][CH3:30])[CH:12]=1)[C:4]1[CH:5]=[CH:6][CH:7]=[CH:8][CH:9]=1. The catalyst class is: 6. (4) Reactant: Br[CH2:2][CH2:3][CH2:4][CH2:5][CH2:6][Br:7].[C:8]1([C:15]2[CH:20]=[CH:19][CH:18]=[CH:17][CH:16]=2)[CH:13]=[CH:12][C:11]([OH:14])=[CH:10][CH:9]=1.C([O-])([O-])=O.[Cs+].[Cs+].O. Product: [Br:7][CH2:6][CH2:5][CH2:4][CH2:3][CH2:2][O:14][C:11]1[CH:10]=[CH:9][C:8]([C:15]2[CH:20]=[CH:19][CH:18]=[CH:17][CH:16]=2)=[CH:13][CH:12]=1. The catalyst class is: 3. (5) Reactant: [Cl:1][C:2]1[N:7]=[C:6]([NH:8][CH:9]([CH2:16][C:17]([O:19][CH2:20][CH3:21])=[O:18])[CH2:10][C:11]([O:13][CH2:14][CH3:15])=[O:12])[C:5]([N+:22]([O-])=O)=[CH:4][CH:3]=1.CC(O)C.C(O)(=O)C. Product: [NH2:22][C:5]1[C:6]([NH:8][CH:9]([CH2:10][C:11]([O:13][CH2:14][CH3:15])=[O:12])[CH2:16][C:17]([O:19][CH2:20][CH3:21])=[O:18])=[N:7][C:2]([Cl:1])=[CH:3][CH:4]=1. The catalyst class is: 150. (6) Reactant: [Cl:1][C:2]1[N:3]=[C:4]2[CH:9]=[CH:8][C:7]([F:10])=[CH:6][N:5]2[CH:11]=1.[I:12]N1C(=O)CCC1=O. Product: [Cl:1][C:2]1[N:3]=[C:4]2[CH:9]=[CH:8][C:7]([F:10])=[CH:6][N:5]2[C:11]=1[I:12]. The catalyst class is: 10. (7) Reactant: Cl[C:2]1[CH:3]=[CH:4][C:5]2[O:14][CH2:13][CH2:12][C:11]3[CH:10]=[C:9]([C:15]4[N:16]([CH:20]([CH3:22])[CH3:21])[CH:17]=[CH:18][N:19]=4)[S:8][C:7]=3[C:6]=2[N:23]=1.C([O-])(=O)C.[K+].[CH3:29][C:30]1[C:35](B(O)O)=[CH:34][CH:33]=[CH:32][N:31]=1.C(#N)C.O. Product: [CH:20]([N:16]1[CH:17]=[CH:18][N:19]=[C:15]1[C:9]1[S:8][C:7]2[C:6]3[N:23]=[C:2]([C:35]4[C:30]([CH3:29])=[N:31][CH:32]=[CH:33][CH:34]=4)[CH:3]=[CH:4][C:5]=3[O:14][CH2:13][CH2:12][C:11]=2[CH:10]=1)([CH3:22])[CH3:21]. The catalyst class is: 73.